Dataset: Reaction yield outcomes from USPTO patents with 853,638 reactions. Task: Predict the reaction yield, written as a fraction of the theoretical maximum amount of product (1.0 means a 100% yield; for example, 0.34 means a 34% yield). (1) The reactants are [NH2:1][C:2]1[C:7]2[N:8]=[C:9]([S:15][C:16]3[C:24]([Br:25])=[CH:23][C:19]4[O:20][CH2:21][O:22][C:18]=4[CH:17]=3)[N:10]([CH2:11][CH2:12][CH2:13][OH:14])[C:6]=2[CH:5]=[CH:4][N:3]=1.CCN(CC)CC.[CH3:33][S:34](Cl)(=[O:36])=[O:35]. The product is [CH3:33][S:34]([O:14][CH2:13][CH2:12][CH2:11][N:10]1[C:6]2[CH:5]=[CH:4][N:3]=[C:2]([NH2:1])[C:7]=2[N:8]=[C:9]1[S:15][C:16]1[C:24]([Br:25])=[CH:23][C:19]2[O:20][CH2:21][O:22][C:18]=2[CH:17]=1)(=[O:36])=[O:35]. The catalyst is O1CCOCC1. The yield is 0.500. (2) The reactants are C[O:2][C:3]([C:5]1([CH3:11])[CH2:10][CH2:9][O:8][CH2:7][CH2:6]1)=O.CC(C[AlH]CC(C)C)C.[NH4+].[Cl-].C(C(C(C([O-])=O)O)O)([O-])=O.[K+].[Na+]. The catalyst is C(Cl)Cl.CCOC(C)=O. The product is [CH3:11][C:5]1([CH2:3][OH:2])[CH2:10][CH2:9][O:8][CH2:7][CH2:6]1. The yield is 0.690. (3) The reactants are [C:1]([O:5][C:6](=[O:25])[NH:7][C@H:8]([C:12]1[CH:17]=[C:16]([C:18]2[N:22]([CH3:23])[N:21]=[CH:20][C:19]=2[NH2:24])[CH:15]=[CH:14][N:13]=1)[CH2:9][CH:10]=[CH2:11])([CH3:4])([CH3:3])[CH3:2].[CH3:26][C@H:27]([CH:31]=[CH2:32])[C:28](O)=[O:29].N1C=CC=CC=1.C(P1(=O)OP(CCC)(=O)OP(CCC)(=O)O1)CC. The catalyst is CCOC(C)=O. The product is [C:1]([O:5][C:6](=[O:25])[NH:7][C@H:8]([C:12]1[CH:17]=[C:16]([C:18]2[N:22]([CH3:23])[N:21]=[CH:20][C:19]=2[NH:24][C:28](=[O:29])[C@H:27]([CH3:26])[CH:31]=[CH2:32])[CH:15]=[CH:14][N:13]=1)[CH2:9][CH:10]=[CH2:11])([CH3:2])([CH3:4])[CH3:3]. The yield is 0.340.